From a dataset of Full USPTO retrosynthesis dataset with 1.9M reactions from patents (1976-2016). Predict the reactants needed to synthesize the given product. (1) Given the product [Cl:26][C:20]1[CH:21]=[C:22]([N+:23]([O-:25])=[O:24])[C:2]([NH:32][CH2:31][C:30]2[CH:33]=[CH:34][CH:35]=[C:28]([Cl:27])[CH:29]=2)=[C:3]([CH:19]=1)[C:4]([NH:6][C@H:7]([C:9]1[CH:18]=[CH:17][C:12]([C:13]([O:15][CH3:16])=[O:14])=[CH:11][CH:10]=1)[CH3:8])=[O:5], predict the reactants needed to synthesize it. The reactants are: Cl[C:2]1[C:22]([N+:23]([O-:25])=[O:24])=[CH:21][C:20]([Cl:26])=[CH:19][C:3]=1[C:4]([NH:6][C@H:7]([C:9]1[CH:18]=[CH:17][C:12]([C:13]([O:15][CH3:16])=[O:14])=[CH:11][CH:10]=1)[CH3:8])=[O:5].[Cl:27][C:28]1[CH:29]=[C:30]([CH:33]=[CH:34][CH:35]=1)[CH2:31][NH2:32]. (2) Given the product [CH3:33][C:2]1([CH3:32])[NH:1][C:34](=[O:35])[N:5]([C:6]2[CH:11]=[CH:10][CH:9]=[C:8]([C:12]3[C:21]4[C:16](=[CH:17][C:18]([O:27][CH2:28][CH3:29])=[C:19]5[O:24][C:23]([CH3:25])([CH3:26])[CH2:22][C:20]5=4)[CH2:15][C:14]([CH3:31])([CH3:30])[N:13]=3)[CH:7]=2)[C:3]1=[O:4], predict the reactants needed to synthesize it. The reactants are: [NH2:1][C:2]([CH3:33])([CH3:32])[C:3]([NH:5][C:6]1[CH:11]=[CH:10][CH:9]=[C:8]([C:12]2[C:21]3[C:16](=[CH:17][C:18]([O:27][CH2:28][CH3:29])=[C:19]4[O:24][C:23]([CH3:26])([CH3:25])[CH2:22][C:20]4=3)[CH2:15][C:14]([CH3:31])([CH3:30])[N:13]=2)[CH:7]=1)=[O:4].[C:34](=O)([O-])[OH:35].[Na+].